Dataset: Peptide-MHC class I binding affinity with 185,985 pairs from IEDB/IMGT. Task: Regression. Given a peptide amino acid sequence and an MHC pseudo amino acid sequence, predict their binding affinity value. This is MHC class I binding data. (1) The peptide sequence is GAVDLSHFL. The MHC is HLA-A11:01 with pseudo-sequence HLA-A11:01. The binding affinity (normalized) is 0. (2) The peptide sequence is GRRPLKNRK. The MHC is HLA-A26:03 with pseudo-sequence HLA-A26:03. The binding affinity (normalized) is 0.0847. (3) The peptide sequence is YMPYVFTLLF. The MHC is HLA-A23:01 with pseudo-sequence HLA-A23:01. The binding affinity (normalized) is 1.00.